The task is: Regression/Classification. Given a drug SMILES string, predict its toxicity properties. Task type varies by dataset: regression for continuous values (e.g., LD50, hERG inhibition percentage) or binary classification for toxic/non-toxic outcomes (e.g., AMES mutagenicity, cardiotoxicity, hepatotoxicity). Dataset: clintox.. This data is from Clinical trial toxicity outcomes and FDA approval status for drugs. (1) The compound is Cc1cc(C#N)cc(C)c1Oc1nc(Nc2ccc(C#N)cc2)nc(N)c1Br. The result is 0 (passed clinical trial). (2) The molecule is CCC(=O)O[C@]1(C(=O)CCl)[C@@H](C)C[C@H]2[C@@H]3CCC4=CC(=O)C=C[C@]4(C)[C@@]3(F)[C@@H](O)C[C@@]21C. The result is 0 (passed clinical trial). (3) The compound is C=C1C[C@@H]2[C@H](CC[C@]3(C)C(=O)CC[C@@H]23)[C@@]2(C)C=CC(=O)C=C12. The result is 0 (passed clinical trial).